From a dataset of Forward reaction prediction with 1.9M reactions from USPTO patents (1976-2016). Predict the product of the given reaction. (1) Given the reactants [NH2:1][C:2]1[C:3]([C:9]([NH:11][C:12]2[CH:17]=[CH:16][CH:15]=[C:14](Br)[N:13]=2)=[O:10])=[N:4][C:5]([Cl:8])=[CH:6][N:7]=1.[NH:19]1[CH:23]=[CH:22][N:21]=[CH:20]1.N1C2C(=CC=C3C=2N=CC=C3)C=CC=1.C(=O)([O-])[O-].[Cs+].[Cs+], predict the reaction product. The product is: [NH2:1][C:2]1[C:3]([C:9]([NH:11][C:12]2[CH:17]=[CH:16][CH:15]=[C:14]([N:19]3[CH:23]=[CH:22][N:21]=[CH:20]3)[N:13]=2)=[O:10])=[N:4][C:5]([Cl:8])=[CH:6][N:7]=1. (2) Given the reactants [Br:1][C:2]1[CH:3]=[C:4]2[C:9](=[CH:10][CH:11]=1)[N:8]=[CH:7][C:6]([C:12](=[O:15])[CH2:13][CH3:14])=[C:5]2Cl.[NH2:17][C:18]1[CH:19]=[CH:20][C:21]([N:24]2[CH2:29][CH2:28][CH2:27][C@H:26]([NH:30][C:31](=[O:37])[O:32][C:33]([CH3:36])([CH3:35])[CH3:34])[CH2:25]2)=[N:22][CH:23]=1, predict the reaction product. The product is: [Br:1][C:2]1[CH:3]=[C:4]2[C:9](=[CH:10][CH:11]=1)[N:8]=[CH:7][C:6]([C:12](=[O:15])[CH2:13][CH3:14])=[C:5]2[NH:17][C:18]1[CH:19]=[CH:20][C:21]([N:24]2[CH2:29][CH2:28][CH2:27][C@H:26]([NH:30][C:31](=[O:37])[O:32][C:33]([CH3:35])([CH3:34])[CH3:36])[CH2:25]2)=[N:22][CH:23]=1.